From a dataset of Full USPTO retrosynthesis dataset with 1.9M reactions from patents (1976-2016). Predict the reactants needed to synthesize the given product. (1) Given the product [CH2:68]([S:75][C:2]1[CH:3]=[C:4]([CH:8]([O:18][CH:19]2[CH2:24][CH2:23][N:22]([CH3:25])[CH2:21][CH2:20]2)[C:9]2[NH:13][C:12]3[CH:14]=[CH:15][CH:16]=[CH:17][C:11]=3[N:10]=2)[CH:5]=[CH:6][CH:7]=1)[C:69]1[CH:74]=[CH:73][CH:72]=[CH:71][CH:70]=1, predict the reactants needed to synthesize it. The reactants are: Br[C:2]1[CH:3]=[C:4]([CH:8]([O:18][CH:19]2[CH2:24][CH2:23][N:22]([CH3:25])[CH2:21][CH2:20]2)[C:9]2[NH:13][C:12]3[CH:14]=[CH:15][CH:16]=[CH:17][C:11]=3[N:10]=2)[CH:5]=[CH:6][CH:7]=1.CC1(C)C2C(=C(P(C3C=CC=CC=3)C3C=CC=CC=3)C=CC=2)OC2C(P(C3C=CC=CC=3)C3C=CC=CC=3)=CC=CC1=2.[CH2:68]([SH:75])[C:69]1[CH:74]=[CH:73][CH:72]=[CH:71][CH:70]=1.C(N(C(C)C)CC)(C)C. (2) Given the product [C:12]1([C:15]2[CH:16]=[CH:17][CH:18]=[CH:19][CH:20]=2)[CH:11]=[CH:10][C:9]([CH2:8][C@@H:7]([NH:21][C:22](=[O:32])[C:23]2[CH:28]=[C:27]([F:29])[C:26]([OH:30])=[C:25]([F:31])[CH:24]=2)[CH2:6][C@@H:5]([CH3:33])[C:4]([OH:34])=[O:3])=[CH:14][CH:13]=1, predict the reactants needed to synthesize it. The reactants are: C([O:3][C:4](=[O:34])[C@H:5]([CH3:33])[CH2:6][C@H:7]([NH:21][C:22](=[O:32])[C:23]1[CH:28]=[C:27]([F:29])[C:26]([OH:30])=[C:25]([F:31])[CH:24]=1)[CH2:8][C:9]1[CH:14]=[CH:13][C:12]([C:15]2[CH:20]=[CH:19][CH:18]=[CH:17][CH:16]=2)=[CH:11][CH:10]=1)C.[OH-].[Na+].Cl. (3) Given the product [N:1]1[CH:6]=[CH:5][CH:4]=[CH:3][C:2]=1[CH2:7][CH2:8][C:9]1[CH:10]=[C:11]([O:26][C:27]([F:30])([F:28])[F:29])[CH:12]=[C:13]2[C:18]=1[O:17][CH:16]([C:19]([F:22])([F:21])[F:20])[C:15]([C:23]([OH:25])=[O:24])=[CH:14]2, predict the reactants needed to synthesize it. The reactants are: [N:1]1[CH:6]=[CH:5][CH:4]=[CH:3][C:2]=1[C:7]#[C:8][C:9]1[CH:10]=[C:11]([O:26][C:27]([F:30])([F:29])[F:28])[CH:12]=[C:13]2[C:18]=1[O:17][CH:16]([C:19]([F:22])([F:21])[F:20])[C:15]([C:23]([OH:25])=[O:24])=[CH:14]2.